This data is from Forward reaction prediction with 1.9M reactions from USPTO patents (1976-2016). The task is: Predict the product of the given reaction. (1) The product is: [NH2:1][C:2]1[CH:3]=[CH:4][C:5]([Cl:20])=[C:6]([NH:8][S:9]([C:12]2[CH:17]=[CH:16][C:15]([C:29]3[O:30][C:31]([CH3:34])=[CH:32][CH:33]=3)=[C:14]([F:19])[CH:13]=2)(=[O:11])=[O:10])[CH:7]=1. Given the reactants [NH2:1][C:2]1[CH:3]=[CH:4][C:5]([Cl:20])=[C:6]([NH:8][S:9]([C:12]2[CH:17]=[CH:16][C:15](Br)=[C:14]([F:19])[CH:13]=2)(=[O:11])=[O:10])[CH:7]=1.CC1(C)C(C)(C)OB([C:29]2[O:30][C:31]([CH3:34])=[CH:32][CH:33]=2)O1.C(=O)([O-])[O-].[Na+].[Na+].COCCOC, predict the reaction product. (2) Given the reactants C[O:2][C:3]1[CH:12]=[CH:11][C:10]2[C:5](=[CH:6][CH:7]=[C:8]([C:13]3[CH:18]=[CH:17][CH:16]=[C:15]([O:19]C)[CH:14]=3)[CH:9]=2)[CH:4]=1.Cl.[NH+]1C=CC=CC=1, predict the reaction product. The product is: [OH:19][C:15]1[CH:14]=[C:13]([C:8]2[CH:9]=[C:10]3[C:5](=[CH:6][CH:7]=2)[CH:4]=[C:3]([OH:2])[CH:12]=[CH:11]3)[CH:18]=[CH:17][CH:16]=1. (3) Given the reactants [C:1]([C:3]1[C:8]([CH3:9])=[CH:7][CH:6]=[CH:5][C:4]=1[NH:10][S:11]([NH2:14])(=[O:13])=[O:12])#[N:2].[OH-].[Na+], predict the reaction product. The product is: [CH3:9][C:8]1[C:3]2[C:1]([NH2:2])=[N:14][S:11](=[O:13])(=[O:12])[NH:10][C:4]=2[CH:5]=[CH:6][CH:7]=1. (4) Given the reactants [F:1][C:2]([F:28])([F:27])[C:3]1[CH:8]=[CH:7][C:6]([C:9]2[C:10]([C:15]([NH:17][C:18]3[CH:19]=[C:20]([C:24](O)=[O:25])[N:21]([CH3:23])[CH:22]=3)=[O:16])=[CH:11][CH:12]=[CH:13][CH:14]=2)=[CH:5][CH:4]=1.[CH3:29][N:30]1[CH:34]=[N:33][N:32]=[C:31]1[CH:35]1[CH2:40][CH2:39][N:38]([C:41]2[CH:48]=[CH:47][C:44]([CH2:45][NH2:46])=[CH:43][CH:42]=2)[CH2:37][CH2:36]1.CN(C(ON1N=NC2C=CC=CC1=2)=[N+](C)C)C.[B-](F)(F)(F)F.C(N(CC)CC)C, predict the reaction product. The product is: [CH3:29][N:30]1[CH:34]=[N:33][N:32]=[C:31]1[CH:35]1[CH2:40][CH2:39][N:38]([C:41]2[CH:42]=[CH:43][C:44]([CH2:45][NH:46][C:24]([C:20]3[N:21]([CH3:23])[CH:22]=[C:18]([NH:17][C:15]([C:10]4[C:9]([C:6]5[CH:7]=[CH:8][C:3]([C:2]([F:28])([F:27])[F:1])=[CH:4][CH:5]=5)=[CH:14][CH:13]=[CH:12][CH:11]=4)=[O:16])[CH:19]=3)=[O:25])=[CH:47][CH:48]=2)[CH2:37][CH2:36]1. (5) Given the reactants [F:1][C:2]1[CH:17]=[CH:16][C:5]([CH2:6][N:7]2[CH2:13][CH:12]3[NH:14][CH:9]([CH2:10][CH2:11]3)[C:8]2=O)=[CH:4][CH:3]=1.[H-].[Al+3].[Li+].[H-].[H-].[H-], predict the reaction product. The product is: [F:1][C:2]1[CH:3]=[CH:4][C:5]([CH2:6][N:7]2[CH2:8][CH:9]3[NH:14][CH:12]([CH2:11][CH2:10]3)[CH2:13]2)=[CH:16][CH:17]=1. (6) Given the reactants [C@H:1]12[N:8](C(OC(C)(C)C)=O)[C@H:5]([CH2:6][CH2:7]1)[CH2:4][CH2:3][CH:2]2[C:16]([O:18][CH3:19])=[O:17].Cl, predict the reaction product. The product is: [C@H:1]12[NH:8][C@H:5]([CH2:6][CH2:7]1)[CH2:4][CH2:3][CH:2]2[C:16]([O:18][CH3:19])=[O:17].